The task is: Regression. Given a peptide amino acid sequence and an MHC pseudo amino acid sequence, predict their binding affinity value. This is MHC class II binding data.. This data is from Peptide-MHC class II binding affinity with 134,281 pairs from IEDB. (1) The peptide sequence is EPRAPWIEQEGPEYW. The MHC is DRB1_0405 with pseudo-sequence DRB1_0405. The binding affinity (normalized) is 0.437. (2) The peptide sequence is AYGIPKVPPGPNITA. The MHC is DRB1_0405 with pseudo-sequence DRB1_0405. The binding affinity (normalized) is 0. (3) The peptide sequence is LGASPYKLGPSPKAR. The MHC is DRB1_1602 with pseudo-sequence DRB1_1602. The binding affinity (normalized) is 0.760. (4) The peptide sequence is RYANPIAFFRKEPLK. The MHC is HLA-DQA10102-DQB10602 with pseudo-sequence HLA-DQA10102-DQB10602. The binding affinity (normalized) is 0.199. (5) The peptide sequence is MGRDIKVQFQSGGAN. The MHC is DRB1_0404 with pseudo-sequence DRB1_0404. The binding affinity (normalized) is 0.593. (6) The peptide sequence is LPPIVAKEIVASCDKC. The MHC is HLA-DQA10103-DQB10603 with pseudo-sequence HLA-DQA10103-DQB10603. The binding affinity (normalized) is 0.195. (7) The MHC is HLA-DQA10201-DQB10202 with pseudo-sequence HLA-DQA10201-DQB10202. The peptide sequence is MLTLFILIITSTIKA. The binding affinity (normalized) is 0.335. (8) The peptide sequence is SSYAATEVANAAAGQ. The MHC is HLA-DPA10103-DPB10401 with pseudo-sequence HLA-DPA10103-DPB10401. The binding affinity (normalized) is 0. (9) The peptide sequence is TAKAPGLVPKLDAAY. The MHC is HLA-DQA10301-DQB10302 with pseudo-sequence HLA-DQA10301-DQB10302. The binding affinity (normalized) is 0.202.